This data is from Catalyst prediction with 721,799 reactions and 888 catalyst types from USPTO. The task is: Predict which catalyst facilitates the given reaction. Reactant: ClC(Cl)(Cl)C([C:5]1[N:9]2[C:10]([CH2:14][N:15]([C:30]([O:32]C(C)(C)C)=O)[CH2:16][CH2:17][CH2:18][CH2:19][NH:20][C:21](=[O:29])[C:22]([F:28])([F:27])[C:23]([F:26])([F:25])[F:24])=[CH:11][CH:12]=[CH:13][C:8]2=[N:7][CH:6]=1)=O.Cl. Product: [F:28][C:22]([F:27])([C:23]([F:26])([F:24])[F:25])[C:21]([NH:20][CH2:19][CH2:18][CH2:17][CH2:16][N:15]1[CH2:14][C:10]2[N:9]3[C:5](=[CH:6][N:7]=[C:8]3[CH:13]=[CH:12][CH:11]=2)[C:30]1=[O:32])=[O:29]. The catalyst class is: 8.